This data is from Catalyst prediction with 721,799 reactions and 888 catalyst types from USPTO. The task is: Predict which catalyst facilitates the given reaction. (1) Reactant: [CH3:1][O:2][C:3]1[CH:4]=[C:5]2[C:9](=[CH:10][CH:11]=1)[CH:8]([CH2:12][C:13]([O:15]CC)=[O:14])[CH2:7][CH2:6]2.[OH-].[Na+]. Product: [CH3:1][O:2][C:3]1[CH:4]=[C:5]2[C:9](=[CH:10][CH:11]=1)[CH:8]([CH2:12][C:13]([OH:15])=[O:14])[CH2:7][CH2:6]2. The catalyst class is: 88. (2) Reactant: [CH3:1][N:2]1[C:6]([C:7](O)=[O:8])=[C:5]([N+:10]([O-:12])=[O:11])[C:4]([CH3:13])=[N:3]1.C(Cl)(=O)C(Cl)=O.[OH-].[NH4+:21]. Product: [CH3:1][N:2]1[C:6]([C:7]([NH2:21])=[O:8])=[C:5]([N+:10]([O-:12])=[O:11])[C:4]([CH3:13])=[N:3]1. The catalyst class is: 139. (3) Reactant: [O-]CC.[Na+].[C:5]([CH2:7][C:8]([NH2:10])=[O:9])#[N:6].[N:11]1([CH2:17][C:18]#[C:19][C:20](=O)[CH3:21])[CH2:16][CH2:15][O:14][CH2:13][CH2:12]1.Cl. Product: [CH3:21][C:20]1[NH:10][C:8](=[O:9])[C:7]([C:5]#[N:6])=[C:18]([CH2:17][N:11]2[CH2:16][CH2:15][O:14][CH2:13][CH2:12]2)[CH:19]=1. The catalyst class is: 14. (4) Reactant: [N+:1]([C:4]1[CH:9]=[CH:8][C:7]([OH:10])=[C:6]([C:11]([F:14])([F:13])[F:12])[CH:5]=1)([O-:3])=[O:2].[CH2:15](Br)[C:16]1[CH:21]=[CH:20][CH:19]=[CH:18][CH:17]=1.C(=O)([O-])[O-].[K+].[K+].CN(C)C=O. Product: [CH2:15]([O:10][C:7]1[CH:8]=[CH:9][C:4]([N+:1]([O-:3])=[O:2])=[CH:5][C:6]=1[C:11]([F:12])([F:13])[F:14])[C:16]1[CH:21]=[CH:20][CH:19]=[CH:18][CH:17]=1. The catalyst class is: 13.